This data is from Experimentally validated miRNA-target interactions with 360,000+ pairs, plus equal number of negative samples. The task is: Binary Classification. Given a miRNA mature sequence and a target amino acid sequence, predict their likelihood of interaction. (1) The miRNA is hsa-miR-6741-3p with sequence UCGGCUCUCUCCCUCACCCUAG. The protein sequence of the target gene is MTDMAGLMERLERAVIRLEQLSAGLDGPPRGCGEVNGVNGGVAPSVEAFDKLINSMVAEFLKNSRVLAGDVETHAEMVHGAFQAQRAFLLMVSQYQQPQENEVAVLLKPISEKIQEIQTFRERNRGSNMFNHLSAVSESIAALGWIAVSPKPGPYVKEMNDAATFYTNRVLKDYKHSDLRHVDWVRSYLNIWSELQAYIREHHTTGLTWSKTGPVASTASAFSILSSGPGLPPPPPPPPPPGPPPPFENEDKKEEPSPSRSALFAQLNQGEAITKGLRHVTDDKKTYKNPSLRAQGQIRS.... Result: 0 (no interaction). (2) The miRNA is mmu-miR-223-3p with sequence UGUCAGUUUGUCAAAUACCCCA. The protein sequence of the target gene is MNYLRRRLSDSNFMANLPNGYMTDLQRPQPPPPPPSAASPGATPGSATASAERASTAAPVASPAAPSPGSSGGGGFFSSLSNAVKQTTAAAAATFSEQVGGGSGGAGRGGAAARVLLVIDEPHTDWAKYFKGKKIHGEIDIKVEQAEFSDLNLVAHANGGFSVDMEVLRNGVKVVRSLKPDFVLIRQHAFSMARNGDYRSLVIGLQYAGIPSVNSLHSVYNFCDKPWVFAQMVRLHKKLGTEEFPLIDQTFYPNHKEMLSSTTYPVVVKMGHAHSGMGKVKVDNQHDFQDIASVVALTKT.... Result: 1 (interaction). (3) The miRNA is cel-miR-245-3p with sequence AUUGGUCCCCUCCAAGUAGCUC. The protein sequence of the target gene is MMGSVLPAEALVLKTGLKAPGLALAEVITSDILHSFLYGRWRNVLGEQLFEDKSHHASPKTAFTAEVLAQSFSGEVQKLSSLVLPAEVIIAQSSIPGEGLGIFSKTWIKAGTEMGPFTGRVIAPEHVDICKNNNLMWEVFNEDGTVRYFIDASQEDHRSWMTYIKCARNEQEQNLEVVQIGTSIFYKAIEMIPPDQELLVWYGNSHNTFLGIPGVPGLEEDQKKNKHEDFHPADSAAGPAGRMRCVICHRGFNSRSNLRSHMRIHTLDKPFVCRFCNRRFSQSSTLRNHVRLHTGERPYK.... Result: 0 (no interaction).